This data is from Forward reaction prediction with 1.9M reactions from USPTO patents (1976-2016). The task is: Predict the product of the given reaction. (1) Given the reactants [F:1][C:2]([F:31])([F:30])[C:3]1[CH:4]=[C:5]([N:9]2[CH2:14][CH2:13][N:12]([C:15]([CH:17]3[CH2:22][CH2:21][CH2:20][N:19](C(OC(C)(C)C)=O)[CH2:18]3)=[O:16])[CH2:11][CH2:10]2)[CH:6]=[CH:7][CH:8]=1.[ClH:32], predict the reaction product. The product is: [ClH:32].[NH:19]1[CH2:20][CH2:21][CH2:22][CH:17]([C:15]([N:12]2[CH2:13][CH2:14][N:9]([C:5]3[CH:6]=[CH:7][CH:8]=[C:3]([C:2]([F:31])([F:1])[F:30])[CH:4]=3)[CH2:10][CH2:11]2)=[O:16])[CH2:18]1. (2) Given the reactants [F:1][C:2]1[CH:7]=[CH:6][C:5]([NH:8][C:9](=[O:17])[C:10]2[CH:15]=[CH:14][C:13]([F:16])=[CH:12][N:11]=2)=[CH:4][C:3]=1[C:18]1([CH3:37])[CH2:23][C:22]2([CH2:28][CH2:27][O:26][CH2:25][CH2:24]2)[O:21][C:20]([NH:29]C(=O)OC(C)(C)C)=[N:19]1.C(O)(C(F)(F)F)=O, predict the reaction product. The product is: [NH2:29][C:20]1[O:21][C:22]2([CH2:24][CH2:25][O:26][CH2:27][CH2:28]2)[CH2:23][C:18]([C:3]2[CH:4]=[C:5]([NH:8][C:9](=[O:17])[C:10]3[CH:15]=[CH:14][C:13]([F:16])=[CH:12][N:11]=3)[CH:6]=[CH:7][C:2]=2[F:1])([CH3:37])[N:19]=1. (3) Given the reactants C1(C(C2C=CC=CC=2)[C@H](O)CC=C)C=CC=CC=1.[C:19]1([CH:25]([C:34]2[CH:39]=[CH:38][CH:37]=[CH:36][CH:35]=2)[C@@H:26]([O:30][CH2:31][CH:32]=[CH2:33])[CH2:27][CH:28]=[CH2:29])[CH:24]=[CH:23][CH:22]=[CH:21][CH:20]=1, predict the reaction product. The product is: [C:34]1([CH:25]([C:19]2[CH:20]=[CH:21][CH:22]=[CH:23][CH:24]=2)[C@H:26]([O:30][CH2:31][CH:32]=[CH2:33])[CH2:27][CH:28]=[CH2:29])[CH:35]=[CH:36][CH:37]=[CH:38][CH:39]=1. (4) Given the reactants [CH2:1]([OH:8])[C@@H:2]([C@@H:4]([CH2:6][OH:7])[OH:5])[OH:3].[CH2:9]([OH:18])[C@@H:10]([C@H:12]([C@@H:14]([CH2:16][OH:17])[OH:15])[OH:13])[OH:11], predict the reaction product. The product is: [CH2:1]([OH:8])[C@@H:2]([C@@H:4]([CH2:6][OH:7])[OH:5])[OH:3].[CH2:9]([OH:18])[C@@H:10]([C@H:12]([C@@H:14]([CH2:16][OH:17])[OH:15])[OH:13])[OH:11]. (5) Given the reactants [Br:1][C:2]1[C:7]([CH3:8])=[CH:6][C:5]([OH:9])=[CH:4][C:3]=1[CH3:10].[C:11](OC(=O)C)(=[O:13])[CH3:12], predict the reaction product. The product is: [C:11]([O:9][C:5]1[CH:6]=[C:7]([CH3:8])[C:2]([Br:1])=[C:3]([CH3:10])[CH:4]=1)(=[O:13])[CH3:12]. (6) The product is: [CH:34]1([C:32]2[N:33]=[C:27]([CH:12]3[CH2:13][CH:14]([C:16]4[CH:21]=[CH:20][C:19]([CH3:22])=[C:18]([C:23]([F:25])([F:26])[F:24])[CH:17]=4)[CH2:15][N:10]([C:8]([N:5]4[CH2:6][CH2:7][CH:2]([OH:1])[CH2:3][CH2:4]4)=[O:9])[CH2:11]3)[O:28][N:31]=2)[CH2:36][CH2:35]1. Given the reactants [OH:1][CH:2]1[CH2:7][CH2:6][N:5]([C:8]([N:10]2[CH2:15][CH:14]([C:16]3[CH:21]=[CH:20][C:19]([CH3:22])=[C:18]([C:23]([F:26])([F:25])[F:24])[CH:17]=3)[CH2:13][CH:12]([C:27](O)=[O:28])[CH2:11]2)=[O:9])[CH2:4][CH2:3]1.O[NH:31][C:32]([CH:34]1[CH2:36][CH2:35]1)=[NH:33], predict the reaction product.